Dataset: Catalyst prediction with 721,799 reactions and 888 catalyst types from USPTO. Task: Predict which catalyst facilitates the given reaction. (1) Reactant: [OH:1][C:2]1[C:3](=[O:29])[C:4]([C:18]2[N:22]([C:23]3[CH:28]=[CH:27][CH:26]=[CH:25][CH:24]=3)[N:21]=[CH:20][CH:19]=2)=[N:5][N:6]([C:8]2[CH:13]=[CH:12][CH:11]=[C:10]([C:14]([F:17])([F:16])[F:15])[CH:9]=2)[CH:7]=1.[CH3:30][O:31][CH2:32][CH2:33]Br.C([O-])([O-])=O.[K+].[K+].O. Product: [CH3:30][O:31][CH2:32][CH2:33][O:1][C:2]1[C:3](=[O:29])[C:4]([C:18]2[N:22]([C:23]3[CH:24]=[CH:25][CH:26]=[CH:27][CH:28]=3)[N:21]=[CH:20][CH:19]=2)=[N:5][N:6]([C:8]2[CH:13]=[CH:12][CH:11]=[C:10]([C:14]([F:16])([F:15])[F:17])[CH:9]=2)[CH:7]=1. The catalyst class is: 3. (2) Reactant: [H-].[Na+].[I-].[CH3:4][S+](C)(C)=O.[Br:9][C:10]1[CH:19]=[CH:18][CH:17]=[C:16]2[C:11]=1[CH:12]=[CH:13][C:14](=[O:29])[N:15]2[CH2:20][C:21]1[CH:26]=[CH:25][C:24]([O:27][CH3:28])=[CH:23][CH:22]=1. Product: [Br:9][C:10]1[C:11]2[CH:12]3[CH2:4][CH:13]3[C:14](=[O:29])[N:15]([CH2:20][C:21]3[CH:22]=[CH:23][C:24]([O:27][CH3:28])=[CH:25][CH:26]=3)[C:16]=2[CH:17]=[CH:18][CH:19]=1. The catalyst class is: 16. (3) Reactant: [CH3:1][O:2][C:3]1[C:4](=[O:22])[C:5](C(O)=O)=[N:6][N:7]([C:9]2[CH:10]=[CH:11][CH:12]=[C:13]3[C:18]=2[N:17]=[CH:16][CH:15]=[CH:14]3)[CH:8]=1.C1C=CC(P([N:37]=[N+]=[N-])(C2C=CC=CC=2)=O)=CC=1.CCN(CC)CC.[OH-].[Na+]. Product: [NH2:37][C:5]1[C:4](=[O:22])[C:3]([O:2][CH3:1])=[CH:8][N:7]([C:9]2[CH:10]=[CH:11][CH:12]=[C:13]3[C:18]=2[N:17]=[CH:16][CH:15]=[CH:14]3)[N:6]=1. The catalyst class is: 588. (4) Reactant: Cl.[C:2](=[NH:7])([O:4][CH2:5][CH3:6])[CH3:3].Cl.[F:9][C:10]([F:14])([F:13])[CH2:11]N.C([O-])([O-])=O.[K+].[K+]. Product: [CH2:5]([O:4][C:2](=[N:7][CH2:11][C:10]([F:14])([F:13])[F:9])[CH3:3])[CH3:6]. The catalyst class is: 34.